This data is from Full USPTO retrosynthesis dataset with 1.9M reactions from patents (1976-2016). The task is: Predict the reactants needed to synthesize the given product. (1) Given the product [CH3:12][C:8]1([CH3:13])[CH2:7][C:6]2[N:5]=[C:4]([NH2:14])[N:3]=[C:2]([N:26]3[CH2:27][CH2:28][CH:24]([NH:16][CH3:15])[CH2:25]3)[C:11]=2[CH2:10][CH2:9]1, predict the reactants needed to synthesize it. The reactants are: Cl[C:2]1[C:11]2[CH2:10][CH2:9][C:8]([CH3:13])([CH3:12])[CH2:7][C:6]=2[N:5]=[C:4]([NH2:14])[N:3]=1.[CH3:15][N:16]([CH:24]1[CH2:28][CH2:27][NH:26][CH2:25]1)C(=O)OC(C)(C)C.C(N(CC)CC)C.C(O)(C(F)(F)F)=O. (2) Given the product [C:35]([CH:34]([CH3:37])[O:32][C:4]1[CH:3]=[C:2]([F:1])[CH:7]=[CH:6][C:5]=1[C:8]1[CH:13]=[CH:12][N:11]=[CH:10][C:9]=1[N:14]([CH3:31])[C:15](=[O:30])[C:16]1[CH:17]=[C:18]([C:26]([F:27])([F:28])[F:29])[CH:19]=[C:20]([C:22]([F:25])([F:24])[F:23])[CH:21]=1)#[N:36], predict the reactants needed to synthesize it. The reactants are: [F:1][C:2]1[CH:7]=[CH:6][C:5]([C:8]2[CH:13]=[CH:12][N:11]=[CH:10][C:9]=2[N:14]([CH3:31])[C:15](=[O:30])[C:16]2[CH:21]=[C:20]([C:22]([F:25])([F:24])[F:23])[CH:19]=[C:18]([C:26]([F:29])([F:28])[F:27])[CH:17]=2)=[C:4]([OH:32])[CH:3]=1.Br[CH:34]([CH3:37])[C:35]#[N:36]. (3) Given the product [CH:11]1([CH2:10][C@H:9]([NH:8][C:6](=[O:7])[O:5][C:1]([CH3:2])([CH3:3])[CH3:4])[C:13](=[O:15])[NH:35][C@@H:32]2[C@@H:30]3[C@@H:29]([CH2:28][N:27]([S:24]([C:21]4[CH:20]=[CH:19][C:18]([C:17]([F:16])([F:36])[F:37])=[CH:23][CH:22]=4)(=[O:25])=[O:26])[CH2:31]3)[CH2:34][CH2:33]2)[CH2:12][CH2:44][CH2:45][CH2:40][CH2:39]1, predict the reactants needed to synthesize it. The reactants are: [C:1]([O:5][C:6]([N:8]1[CH2:12][CH2:11][CH2:10][C@H:9]1[C:13]([OH:15])=O)=[O:7])([CH3:4])([CH3:3])[CH3:2].[F:16][C:17]([F:37])([F:36])[C:18]1[CH:23]=[CH:22][C:21]([S:24]([N:27]2[CH2:31][C@@H:30]3[C@@H:32]([NH2:35])[CH2:33][CH2:34][C@@H:29]3[CH2:28]2)(=[O:26])=[O:25])=[CH:20][CH:19]=1.F[C:39](F)(F)[C:40]1C=C(S(N2C[C@H]3[C@H](N)CC[C@H]3C2)(=O)=O)C=[CH:44][CH:45]=1. (4) Given the product [NH2:28][C:25]1[C:24]([CH2:29][N:6]([C:7]2[CH:12]=[CH:11][CH:10]=[CH:9][CH:8]=2)[CH2:5][C:4]([O:3][CH2:1][CH3:2])=[O:13])=[CH:23][C:22]([Br:21])=[CH:27][N:26]=1, predict the reactants needed to synthesize it. The reactants are: [CH2:1]([O:3][C:4](=[O:13])[CH2:5][NH:6][C:7]1[CH:12]=[CH:11][CH:10]=[CH:9][CH:8]=1)[CH3:2].C([O-])([O-])=O.[K+].[K+].Br.[Br:21][C:22]1[CH:23]=[C:24]([CH2:29]Br)[C:25]([NH2:28])=[N:26][CH:27]=1.O. (5) Given the product [C:1]([S:4][CH2:5][CH2:6][NH:7][C:8](=[O:51])[CH2:9][CH2:10][NH:11][C:12](=[O:50])[C@H:13]([OH:49])[C:14]([CH3:47])([CH3:48])[CH2:15][O:16][P:17]([OH:46])(=[O:45])[O:18][P:19]([OH:44])(=[O:43])[O:20][CH2:21][C@H:22]1[O:26][C@@H:25]([N:27]2[C:36]3[N:35]=[CH:34][N:33]=[C:31]([NH2:32])[C:30]=3[N:29]=[CH:28]2)[C@H:24]([OH:37])[C@@H:23]1[O:38][P:39]([OH:42])([OH:41])=[O:40])(=[O:3])[CH:2]=[CH2:52], predict the reactants needed to synthesize it. The reactants are: [C:1]([S:4][CH2:5][CH2:6][NH:7][C:8](=[O:51])[CH2:9][CH2:10][NH:11][C:12](=[O:50])[C@H:13]([OH:49])[C:14]([CH3:48])([CH3:47])[CH2:15][O:16][P:17]([OH:46])(=[O:45])[O:18][P:19]([OH:44])(=[O:43])[O:20][CH2:21][C@H:22]1[O:26][C@@H:25]([N:27]2[C:36]3[N:35]=[CH:34][N:33]=[C:31]([NH2:32])[C:30]=3[N:29]=[CH:28]2)[C@H:24]([OH:37])[C@@H:23]1[O:38][P:39]([OH:42])([OH:41])=[O:40])(=[O:3])[CH3:2].[CH2:52](O)C.C(OCC)(=O)C=C. (6) Given the product [F:1][C:2]1[CH:7]=[C:6]([C:32]2[S:36][C:35]([C:37]([N:39]3[CH2:43][CH2:42][CH2:41][CH2:40]3)=[O:38])=[CH:34][CH:33]=2)[CH:5]=[CH:4][C:3]=1[C:17]([N:19]1[CH2:23][CH2:22][CH2:21][C@H:20]1[CH2:24][N:25]1[CH2:29][CH2:28][CH2:27][C@H:26]1[CH3:30])=[O:18], predict the reactants needed to synthesize it. The reactants are: [F:1][C:2]1[CH:7]=[C:6](B2OC(C)(C)C(C)(C)O2)[CH:5]=[CH:4][C:3]=1[C:17]([N:19]1[CH2:23][CH2:22][CH2:21][C@H:20]1[CH2:24][N:25]1[CH2:29][CH2:28][CH2:27][C@H:26]1[CH3:30])=[O:18].Br[C:32]1[S:36][C:35]([C:37]([N:39]2[CH2:43][CH2:42][CH2:41][CH2:40]2)=[O:38])=[CH:34][CH:33]=1. (7) Given the product [Br:12][C:13]1[N:18]=[CH:17][C:16]([NH:19][C:4](=[O:5])[C:3]2[C:2]([F:1])=[CH:10][CH:9]=[CH:8][C:7]=2[F:11])=[C:15]([CH3:20])[CH:14]=1, predict the reactants needed to synthesize it. The reactants are: [F:1][C:2]1[CH:10]=[CH:9][CH:8]=[C:7]([F:11])[C:3]=1[C:4](Cl)=[O:5].[Br:12][C:13]1[N:18]=[CH:17][C:16]([NH2:19])=[C:15]([CH3:20])[CH:14]=1.N1C=CC=CC=1.O. (8) The reactants are: [OH:1][CH2:2][C@@H:3]1[CH2:8][O:7][CH2:6][CH2:5][N:4]1[C:9]([O:11][C:12]([CH3:15])([CH3:14])[CH3:13])=[O:10].CCN(CC)CC.[CH3:23][S:24](Cl)(=[O:26])=[O:25]. Given the product [CH3:23][S:24]([O:1][CH2:2][C@@H:3]1[CH2:8][O:7][CH2:6][CH2:5][N:4]1[C:9]([O:11][C:12]([CH3:15])([CH3:14])[CH3:13])=[O:10])(=[O:26])=[O:25], predict the reactants needed to synthesize it.